This data is from Catalyst prediction with 721,799 reactions and 888 catalyst types from USPTO. The task is: Predict which catalyst facilitates the given reaction. (1) Reactant: [CH3:1][CH2:2][C:3]([NH:5][S:6]([C:9]1[CH:10]=[CH:11][C:12]([C:15]2[C:19]([C:20]3[CH:21]=[CH:22][CH:23]=[CH:24][CH:25]=3)=[N:18][O:17][C:16]=2[CH3:26])=[CH:13][CH:14]=1)(=[O:8])=[O:7])=[O:4].[OH-].[Na+:28]. Product: [CH3:1][CH2:2][C:3]([N-:5][S:6]([C:9]1[CH:14]=[CH:13][C:12]([C:15]2[C:19]([C:20]3[CH:25]=[CH:24][CH:23]=[CH:22][CH:21]=3)=[N:18][O:17][C:16]=2[CH3:26])=[CH:11][CH:10]=1)(=[O:8])=[O:7])=[O:4].[Na+:28]. The catalyst class is: 21. (2) Reactant: [CH3:1][C:2]1[CH:3]=[C:4]([NH:23][C:24](=O)[O:25]C2C=CC=CC=2)[CH:5]=[CH:6][C:7]=1[O:8][C:9]1[C:14]([C:15]2[CH:20]=[CH:19][N:18]=[C:17]([NH:21][CH3:22])[N:16]=2)=[CH:13][CH:12]=[CH:11][N:10]=1.[CH3:33][N:34]1[CH2:39][CH2:38][N:37]([C:40]2[CH:45]=[CH:44][C:43]([C:46]([F:49])([F:48])[F:47])=[CH:42][C:41]=2[NH2:50])[CH2:36][CH2:35]1. The catalyst class is: 1. Product: [CH3:1][C:2]1[CH:3]=[C:4]([NH:23][C:24]([NH:50][C:41]2[CH:42]=[C:43]([C:46]([F:47])([F:48])[F:49])[CH:44]=[CH:45][C:40]=2[N:37]2[CH2:38][CH2:39][N:34]([CH3:33])[CH2:35][CH2:36]2)=[O:25])[CH:5]=[CH:6][C:7]=1[O:8][C:9]1[C:14]([C:15]2[CH:20]=[CH:19][N:18]=[C:17]([NH:21][CH3:22])[N:16]=2)=[CH:13][CH:12]=[CH:11][N:10]=1. (3) Product: [Cl:7][C:8]1[C:20]2[C:19]3[C:14](=[CH:15][CH:16]=[CH:17][CH:18]=3)[C:13]([C:26]([F:27])([F:28])[F:29])([OH:21])[C:12]=2[CH:11]=[C:10]([F:30])[CH:9]=1. The catalyst class is: 6. Reactant: C(OCC)(=O)C.[Cl:7][C:8]1[C:20]2[C:19]3[C:14](=[CH:15][CH:16]=[CH:17][CH:18]=3)[C:13]([C:26]([F:29])([F:28])[F:27])([O:21]CC(O)=O)[C:12]=2[CH:11]=[C:10]([F:30])[CH:9]=1.C1([C@H](N)C)C2C(=CC=CC=2)C=CC=1.Cl. (4) Reactant: [CH:1]1([C:7]2[CH:8]=[CH:9][C:10]([S:18]([C:21]3[CH:26]=[CH:25][C:24]([CH2:27][C@H:28]([NH:30][C:31](=[O:36])[C:32]([F:35])([F:34])[F:33])[CH3:29])=[CH:23][CH:22]=3)(=[O:20])=[O:19])=[C:11]([CH:17]=2)[C:12]([O:14][CH2:15][CH3:16])=[O:13])[CH2:6][CH2:5][CH2:4][CH:3]=[CH:2]1.[H][H]. Product: [CH:1]1([C:7]2[CH:8]=[CH:9][C:10]([S:18]([C:21]3[CH:22]=[CH:23][C:24]([CH2:27][C@H:28]([NH:30][C:31](=[O:36])[C:32]([F:33])([F:34])[F:35])[CH3:29])=[CH:25][CH:26]=3)(=[O:19])=[O:20])=[C:11]([CH:17]=2)[C:12]([O:14][CH2:15][CH3:16])=[O:13])[CH2:6][CH2:5][CH2:4][CH2:3][CH2:2]1. The catalyst class is: 63.